Dataset: NCI-60 drug combinations with 297,098 pairs across 59 cell lines. Task: Regression. Given two drug SMILES strings and cell line genomic features, predict the synergy score measuring deviation from expected non-interaction effect. (1) Drug 1: CN(CC1=CN=C2C(=N1)C(=NC(=N2)N)N)C3=CC=C(C=C3)C(=O)NC(CCC(=O)O)C(=O)O. Drug 2: CN(C(=O)NC(C=O)C(C(C(CO)O)O)O)N=O. Cell line: NCIH23. Synergy scores: CSS=5.71, Synergy_ZIP=2.78, Synergy_Bliss=3.60, Synergy_Loewe=-46.1, Synergy_HSA=-2.56. (2) Drug 1: C1C(C(OC1N2C=C(C(=O)NC2=O)F)CO)O. Drug 2: C1=NC2=C(N=C(N=C2N1C3C(C(C(O3)CO)O)O)F)N. Cell line: NCI/ADR-RES. Synergy scores: CSS=20.4, Synergy_ZIP=-4.41, Synergy_Bliss=-5.01, Synergy_Loewe=-5.34, Synergy_HSA=-2.45. (3) Drug 1: C1=NC2=C(N1)C(=S)N=CN2. Drug 2: CS(=O)(=O)OCCCCOS(=O)(=O)C. Cell line: EKVX. Synergy scores: CSS=5.57, Synergy_ZIP=-0.877, Synergy_Bliss=1.60, Synergy_Loewe=0.232, Synergy_HSA=1.77. (4) Drug 1: CC1=CC=C(C=C1)C2=CC(=NN2C3=CC=C(C=C3)S(=O)(=O)N)C(F)(F)F. Drug 2: C1=NC2=C(N=C(N=C2N1C3C(C(C(O3)CO)O)F)Cl)N. Cell line: EKVX. Synergy scores: CSS=1.00, Synergy_ZIP=0.0669, Synergy_Bliss=-3.27, Synergy_Loewe=-3.49, Synergy_HSA=-4.56. (5) Drug 1: C1CN1C2=NC(=NC(=N2)N3CC3)N4CC4. Drug 2: CN(C(=O)NC(C=O)C(C(C(CO)O)O)O)N=O. Cell line: PC-3. Synergy scores: CSS=13.9, Synergy_ZIP=-1.64, Synergy_Bliss=1.31, Synergy_Loewe=-11.1, Synergy_HSA=-0.167.